From a dataset of Reaction yield outcomes from USPTO patents with 853,638 reactions. Predict the reaction yield, written as a fraction of the theoretical maximum amount of product (1.0 means a 100% yield; for example, 0.34 means a 34% yield). (1) The reactants are [CH3:1][N:2]1[CH2:7][CH2:6][N:5]([CH2:8][CH2:9][CH2:10][N:11]2C(=O)C3C(=CC=CC=3)C2=O)[CH2:4][CH2:3]1.O.NN. The catalyst is C(O)C. The product is [CH3:1][N:2]1[CH2:7][CH2:6][N:5]([CH2:8][CH2:9][CH2:10][NH2:11])[CH2:4][CH2:3]1. The yield is 0.480. (2) The reactants are [CH3:1][O:2][C:3]1[CH:16]=[C:15]([O:17][CH3:18])[CH:14]=[CH:13][C:4]=1[CH2:5][NH:6][C:7]1[CH:12]=[CH:11][N:10]=[CH:9][N:8]=1.[F:19][C:20]1[CH:25]=[C:24]([F:26])[C:23]([CH3:27])=[CH:22][C:21]=1[S:28](Cl)(=[O:30])=[O:29].N12CCN(CC1)CC2. The catalyst is C1COCC1. The product is [CH3:1][O:2][C:3]1[CH:16]=[C:15]([O:17][CH3:18])[CH:14]=[CH:13][C:4]=1[CH2:5][N:6]([C:7]1[CH:12]=[CH:11][N:10]=[CH:9][N:8]=1)[S:28]([C:21]1[CH:22]=[C:23]([CH3:27])[C:24]([F:26])=[CH:25][C:20]=1[F:19])(=[O:30])=[O:29]. The yield is 0.790. (3) The reactants are [Br:1][C:2]1[CH:3]=[C:4]([C:12]([OH:14])=O)[C:5]([F:11])=[C:6]([CH:10]=1)[C:7](O)=[O:8].[ClH:15].S(Cl)([Cl:18])=O. The catalyst is CN(C=O)C. The product is [Br:1][C:2]1[CH:3]=[C:4]([C:12]([Cl:18])=[O:14])[C:5]([F:11])=[C:6]([CH:10]=1)[C:7]([Cl:15])=[O:8]. The yield is 1.00.